This data is from Reaction yield outcomes from USPTO patents with 853,638 reactions. The task is: Predict the reaction yield, written as a fraction of the theoretical maximum amount of product (1.0 means a 100% yield; for example, 0.34 means a 34% yield). (1) The reactants are Cl.[F:2][C:3]1[CH:17]=[CH:16][C:6]2[C:7]([CH:10]3[CH2:15][CH2:14][NH:13][CH2:12][CH2:11]3)=[N:8][O:9][C:5]=2[CH:4]=1.Cl[CH2:19][CH2:20][CH2:21][O:22][C:23]1[CH:28]=[CH:27][C:26]([CH:29]([C:30]([CH:29]([C:26]2[CH:27]=[CH:28][C:23]([O:22][CH2:21][CH2:20][CH2:19]Cl)=[C:24]([O:48][CH3:49])[CH:25]=2)C)=O)[CH3:30])=[CH:25][C:24]=1[O:48][CH3:49].C(=O)([O-])[O-:51].[Na+].[Na+]. The catalyst is O. The product is [CH3:30][C:29]([C:26]1[CH:27]=[CH:28][C:23]([O:22][CH2:21][CH2:20][CH2:19][N:13]2[CH2:12][CH2:11][CH:10]([C:7]3[C:6]4[CH:16]=[CH:17][C:3]([F:2])=[CH:4][C:5]=4[O:9][N:8]=3)[CH2:15][CH2:14]2)=[C:24]([O:48][CH3:49])[CH:25]=1)=[O:51]. The yield is 0.873. (2) The reactants are [O:1]=[C:2]([C:8]1[N:12]2[CH:13]=[CH:14][C:15]([C:17](=[O:25])[NH:18][C:19]3[CH:24]=[CH:23][CH:22]=[CH:21][CH:20]=3)=[CH:16][C:11]2=[N:10][C:9]=1[C:26]([F:29])([F:28])[F:27])[C:3]([O:5]CC)=[O:4].[OH-].[Na+].Cl. The catalyst is C(O)C. The product is [O:1]=[C:2]([C:8]1[N:12]2[CH:13]=[CH:14][C:15]([C:17](=[O:25])[NH:18][C:19]3[CH:24]=[CH:23][CH:22]=[CH:21][CH:20]=3)=[CH:16][C:11]2=[N:10][C:9]=1[C:26]([F:28])([F:29])[F:27])[C:3]([OH:5])=[O:4]. The yield is 0.700. (3) The reactants are [CH3:1][O:2][CH2:3][CH2:4][O:5][C:6]1[CH:7]=[CH:8][C:9](/[CH:26]=[CH:27]/[C:28](=[O:38])[NH:29][S:30]([CH2:33][CH2:34][CH2:35][CH2:36][CH3:37])(=[O:32])=[O:31])=[C:10]([CH:25]=1)[O:11][CH:12]1[CH2:17][CH2:16][N:15](C(OC(C)(C)C)=O)[CH2:14][CH2:13]1.C(OC(=O)C)C.[ClH:45]. The catalyst is C(OCC)(=O)C. The product is [ClH:45].[CH3:1][O:2][CH2:3][CH2:4][O:5][C:6]1[CH:7]=[CH:8][C:9](/[CH:26]=[CH:27]/[C:28]([NH:29][S:30]([CH2:33][CH2:34][CH2:35][CH2:36][CH3:37])(=[O:31])=[O:32])=[O:38])=[C:10]([O:11][CH:12]2[CH2:13][CH2:14][NH:15][CH2:16][CH2:17]2)[CH:25]=1. The yield is 0.950. (4) The reactants are [NH2:1][CH:2]([CH2:6][C:7]1[CH:12]=[CH:11][C:10]([OH:13])=[CH:9][CH:8]=1)[C:3]([OH:5])=[O:4].Cl[C:15]1[N:20]=[C:19](Cl)[C:18]([N+:22]([O-:24])=[O:23])=[CH:17][N:16]=1.C([N:28]([CH2:32][CH3:33])[CH:29]([CH3:31])C)(C)C.[CH2:34](NCC)C.[CH2:39]1[CH2:43]OC[CH2:40]1. The catalyst is C(OCC)C. The product is [CH2:32]([N:28]([CH2:29][CH3:31])[C:15]1[N:20]=[C:19]([NH:1][CH:2]([CH2:6][C:7]2[CH:8]=[CH:9][C:10]([OH:13])=[CH:11][CH:12]=2)[C:3]([O:5][C:39]([CH3:40])([CH3:43])[CH3:34])=[O:4])[C:18]([N+:22]([O-:24])=[O:23])=[CH:17][N:16]=1)[CH3:33]. The yield is 0.670.